From a dataset of Catalyst prediction with 721,799 reactions and 888 catalyst types from USPTO. Predict which catalyst facilitates the given reaction. (1) Reactant: [OH:1][C:2]1[C:15]([O:16][CH3:17])=[CH:14][C:13]2[C:12](=[O:18])[C:11]3[C:6](=[CH:7][CH:8]=[CH:9][CH:10]=3)[C:5](=[O:19])[C:4]=2[CH:3]=1.[N+:20]([O-])([OH:22])=[O:21]. Product: [OH:1][C:2]1[C:15]([O:16][CH3:17])=[CH:14][C:13]2[C:12](=[O:18])[C:11]3[C:6](=[CH:7][CH:8]=[CH:9][CH:10]=3)[C:5](=[O:19])[C:4]=2[C:3]=1[N+:20]([O-:22])=[O:21]. The catalyst class is: 4. (2) Reactant: C[Si]([C:5]#[C:6][C:7]1[CH:12]=[CH:11][C:10]([C:13]#[C:14][C:15]2[CH:20]=[CH:19][C:18]([C:21]#[C:22][Si](C)(C)C)=[CH:17][CH:16]=2)=[CH:9][CH:8]=1)(C)C.CO.[OH-].[K+]. Product: [C:21]([C:18]1[CH:19]=[CH:20][C:15]([C:14]#[C:13][C:10]2[CH:11]=[CH:12][C:7]([C:6]#[CH:5])=[CH:8][CH:9]=2)=[CH:16][CH:17]=1)#[CH:22]. The catalyst class is: 2. (3) Product: [CH3:2][C:1]([NH:6][C:17](=[O:18])[C:16]1[CH:20]=[CH:21][C:22]([F:24])=[CH:23][C:15]=1[F:14])([CH3:3])[CH2:4][CH3:5]. Reactant: [C:1]([NH2:6])([CH2:4][CH3:5])([CH3:3])[CH3:2].C(N(CC)CC)C.[F:14][C:15]1[CH:23]=[C:22]([F:24])[CH:21]=[CH:20][C:16]=1[C:17](Cl)=[O:18].C([O-])(O)=O.[Na+]. The catalyst class is: 2. (4) Reactant: [F:1][C:2]1[C:3]([O:22][CH3:23])=[C:4]([CH:8]([CH3:21])[CH2:9][C:10]([OH:20])([C:16]([F:19])([F:18])[F:17])[C:11](OCC)=[O:12])[CH:5]=[CH:6][CH:7]=1.[H-].[Al+3].[Li+].[H-].[H-].[H-].C(OCC)(=O)C.O. Product: [F:1][C:2]1[C:3]([O:22][CH3:23])=[C:4]([C@H:8]([CH3:21])[CH2:9][C@:10]([OH:20])([C:16]([F:19])([F:18])[F:17])[CH:11]=[O:12])[CH:5]=[CH:6][CH:7]=1. The catalyst class is: 27.